Dataset: Catalyst prediction with 721,799 reactions and 888 catalyst types from USPTO. Task: Predict which catalyst facilitates the given reaction. Reactant: C(O[C:4](=[O:14])[CH2:5][C:6](=O)[C:7]1[CH:12]=[CH:11][CH:10]=[CH:9][CH:8]=1)C.[NH2:15][C:16]([NH2:18])=[O:17]. Product: [C:7]1([C:6]2[N:18]=[C:16]([OH:17])[N:15]=[C:4]([OH:14])[CH:5]=2)[CH:8]=[CH:9][CH:10]=[CH:11][CH:12]=1. The catalyst class is: 8.